Dataset: Experimentally validated miRNA-target interactions with 360,000+ pairs, plus equal number of negative samples. Task: Binary Classification. Given a miRNA mature sequence and a target amino acid sequence, predict their likelihood of interaction. (1) The miRNA is hsa-miR-551b-3p with sequence GCGACCCAUACUUGGUUUCAG. The protein sequence of the target gene is MDSPEVTFTLAYLVFAVCFVFTPNEFHAAGLTVQNLLSGWLGSEDAAFVPFHLRRTAATLLCHSLLPLGYYVGMCLAASEKRLHALSQAPEAWRLFLLLAVTLPSIACILIYYWSRDRWACHPLARTLALYALPQSGWQAVASSVNTEFRRIDKFATGAPGARVIVTDTWVMKVTTYRVHVAQQQDVHLTVTESRQHELSPDSNLPVQLLTIRVASTNPAVQAFDIWLNSTEYGELCEKLRAPIRRAAHVVIHQSLGDLFLETFASLVEVNPAYSVPSSQELEACIGCMQTRASVKLVKT.... Result: 0 (no interaction). (2) The miRNA is hsa-miR-641 with sequence AAAGACAUAGGAUAGAGUCACCUC. The protein sequence of the target gene is MSNSNTTQETLEIMKESEKKLVEESVNKNKFISKTPSKEDVEKEGEENGLRQETQRRTSSHGHARKRAKSNSKLKLVRSLAVCEESSTPFVDGPLDTQDIIQLHISCPSDKEEEKSTKDVSEKEDKDKSKEKVPRKMLSRDSSQEYTDSTGIDLHEFLVNTLKKNPRDRMMLLKLEQEILDFINDNNNQFKKFPQMTSYHRMLLHRVAAYFGMDHNVDQTGKAVIINKTSSTRIPEQRFSEHIKDEKNTEFQQRFILKRDDASMDRDDNQMRVPLQDGRRSKSIEEREEEYQRVRERIFA.... Result: 0 (no interaction). (3) The miRNA is hsa-miR-6799-5p with sequence GGGGAGGUGUGCAGGGCUGG. The protein sequence of the target gene is MEFPGGNDNYLTITGPSHPFLSGAETFHTPSLGDEEFEIPPISLDSDPSLAVSDVVGHFDDLADPSSSQDGSFSAQYGVQTLDMPVGMTHGLMEQGGGLLSGGLTMDLDHSIGTQYSANPPVTIDVPMTDMTSGLMGHSQLTTIDQSELSSQLGLSLGGGTILPPAQSPEDRLSTTPSPTSSLHEDGVEDFRRQLPSQKTVVVEAGKKQKAPKKRKKKDPNEPQKPVSAYALFFRDTQAAIKGQNPNATFGEVSKIVASMWDSLGEEQKQVYKRKTEAAKKEYLKALAAYKDNQECQATV.... Result: 1 (interaction). (4) The miRNA is hsa-miR-4651 with sequence CGGGGUGGGUGAGGUCGGGC. The protein sequence of the target gene is MSSYFVNSTFPVTLASGQESFLGQLPLYSSGYADPLRHYPAPYGPGPGQDKGFATSSYYPPAGGGYGRAAPCDYGPAPAFYREKESACALSGADEQPPFHPEPRKSDCAQDKSVFGETEEQKCSTPVYPWMQRMNSCNSSSFGPSGRRGRQTYTRYQTLELEKEFHYNRYLTRRRRIEIAHALCLTERQIKIWFQNRRMKWKKESKLLSASQLSAEEEEEKQAE. Result: 1 (interaction). (5) The miRNA is hsa-miR-3143 with sequence AUAACAUUGUAAAGCGCUUCUUUCG. The protein sequence of the target gene is MSLQKLMEPEAGTNRTAVAEFILLGLVQTEEMQPVVFVLLLFAYLVTTGGNLSILAAVLVEPKLHAPMYFFLGNLSVLDVGCITVTVPAMLGRLLSHKSTISYDACLSQLFFFHLLAGMDCFLLTAMAYDRLLAICQPLTYSTRMSQTVQRMLVAASLACAFTNALTHTVAMSTLNFCGPNEVNHFYCDLPQLFQLSCSSTQLNELLLFAVGFIMAGTPLVLIITAYSHVAAAVLRIRSVEGRKKAFSTCGSHLTVVCLFFGRGIFNYMRLGSEEASDKDKGVGVFNTVINPMLNPLIYS.... Result: 0 (no interaction). (6) The miRNA is mmu-miR-5104 with sequence CUGUGCUAGUGAGGUGGCUCAGCA. The protein sequence of the target gene is MDVRFYPPPAQPAAAPAAPCLGPSPCLDPYYCNKFDGENMYMSMTEPSQDYVPASQSYPGPSLESEDFNIPPITPPSLPDHSLVHLNEVESGYHSLCHPMNHNGLLPFHPQTMDLPEITVSNMLGQDGALLSNSISVMQEIGNAEGAQYSSHPQMAAMRPRGQPTDIRQQASMMQPGQLTTINQSQLSAQLGLNMGGTNVAHNSPSPPGSKSATPSPSSSVHEDECEDASKINGGEKRPASDMGKKPKTPKKKKKKDPNEPQKPVSAYALFFRDTQAAIKGQNPNATFGEVSKIVASMWD.... Result: 0 (no interaction). (7) The miRNA is hsa-miR-4698 with sequence UCAAAAUGUAGAGGAAGACCCCA. The protein sequence of the target gene is MIEVVAELSRGPVFLAGEALECVVTVTNPLPPTATSASSEALAWASAQIHCQFHASESRVALPPPDSSQPDVQPDSQTVFLPHRGERGQCILSTPPKILFCDLRLDPGESKSYSYSEVLPIEGPPSFRGQSVKYVYKLTIGCQRVNSPITLLRVPLRVLVLTGLQDVRFPQDEAVAPSSPFLEEDEGGKKDSWLAELAGERLMAATSCRSLHLYNISDGRGKVGTFGIFKSVYRLGEDVVGTLNLGEGTVACLQFSVSLQTEERVQPEYQRRRGAGGVPSVSHVTHARHQESCLHTTRTS.... Result: 1 (interaction). (8) The miRNA is mmu-miR-338-3p with sequence UCCAGCAUCAGUGAUUUUGUUG. The protein sequence of the target gene is MARAWVCLAGAAFFLSCLVLHSRFCGSLVSRTFSFHVSWRMEDPLFRLDLGWPKNSEYFTGATFCVAVDSLNGLVYVAQRGDNIPKVLVFSEDGYFLRAWNYTVDTPHGMFVSGTPFEQSVWITDVGSGPYGHTVKKYNSLGDLVQVLGTPGKKGTGLNPLQFDNPAELYVDDTGEMYIVDGDGGLNNRLVKLSQDFMILWLRGENGTGPAKFNIPHSVTLDAVGRVWVADRGNKRLQVFDKDTGEWLGAWDNCFTEEGPSAVRFTPDGKYLIVAQLNLSRLSVLLAPPSGSIGDCSVVS.... Result: 0 (no interaction).